From a dataset of Forward reaction prediction with 1.9M reactions from USPTO patents (1976-2016). Predict the product of the given reaction. (1) The product is: [C:21]([O:24][CH2:25][C:26](=[O:27])[NH:1][C:2]1[CH:10]=[CH:9][CH:8]=[C:7]2[C:3]=1[C:4](=[O:20])[N:5]([CH:12]1[CH2:17][CH2:16][C:15](=[O:18])[NH:14][C:13]1=[O:19])[C:6]2=[O:11])(=[O:23])[CH3:22]. Given the reactants [NH2:1][C:2]1[CH:10]=[CH:9][CH:8]=[C:7]2[C:3]=1[C:4](=[O:20])[N:5]([CH:12]1[CH2:17][CH2:16][C:15](=[O:18])[NH:14][C:13]1=[O:19])[C:6]2=[O:11].[C:21]([O:24][CH2:25][C:26](Cl)=[O:27])(=[O:23])[CH3:22], predict the reaction product. (2) Given the reactants [CH2:1](O)[CH:2]([CH2:4][CH2:5][CH2:6][C@H:7]([C@@H:9]1[C@:26]2([CH3:27])[C@H:12]([C@H:13]3[C@H:23]([CH2:24][CH2:25]2)[C@:21]2([CH3:22])[CH:16](CCC[CH2:20]2)[CH2:15][CH2:14]3)[CH2:11][CH2:10]1)[CH3:8])[CH3:3].[CH3:29][C:30](C)([O-:32])[CH3:31].[K+].Br[CH2:36][C:37]([O:39][C:40]([CH3:43])([CH3:42])[CH3:41])=[O:38], predict the reaction product. The product is: [CH3:3][CH:2]([CH2:4][CH2:5][CH2:6][C@H:7]([C@@H:9]1[C@:26]2([CH3:27])[C@H:12]([C@H:13]3[C@H:23]([CH2:24][CH2:25]2)[C@:21]2([CH3:20])[CH:16]([CH2:29][CH:30]([O:32][CH2:36][C:37]([O:39][C:40]([CH3:43])([CH3:42])[CH3:41])=[O:38])[CH2:31][CH2:22]2)[CH2:15][CH2:14]3)[CH2:11][CH2:10]1)[CH3:8])[CH3:1].